Dataset: Forward reaction prediction with 1.9M reactions from USPTO patents (1976-2016). Task: Predict the product of the given reaction. The product is: [NH2:38][C:39]1([C:43]2[CH:48]=[CH:47][C:46]([C:49]3[C:54](=[O:55])[C:53]4[CH:56]=[CH:57][C:58]5[N:59]=[C:60]([C:63]([F:66])([F:65])[F:64])[NH:61][C:62]=5[C:52]=4[O:51][C:50]=3[C:67]3[CH:68]=[CH:69][CH:70]=[CH:71][CH:72]=3)=[CH:45][CH:44]=2)[CH2:42][CH2:41][CH2:40]1. Given the reactants NC1(C2C=CC(C3C(=O)C4C(OC=3C3C=CC=CC=3)=C3C(=CC=4)NN=C3)=CC=2)CCC1.C(OC(=O)[NH:38][C:39]1([C:43]2[CH:48]=[CH:47][C:46]([C:49]3[C:54](=[O:55])[C:53]4[CH:56]=[CH:57][C:58]5[N:59]=[C:60]([C:63]([F:66])([F:65])[F:64])[NH:61][C:62]=5[C:52]=4[O:51][C:50]=3[C:67]3[CH:72]=[CH:71][CH:70]=[CH:69][CH:68]=3)=[CH:45][CH:44]=2)[CH2:42][CH2:41][CH2:40]1)(C)(C)C, predict the reaction product.